Dataset: Peptide-MHC class I binding affinity with 185,985 pairs from IEDB/IMGT. Task: Regression. Given a peptide amino acid sequence and an MHC pseudo amino acid sequence, predict their binding affinity value. This is MHC class I binding data. The peptide sequence is SEAAYAKKI. The MHC is Mamu-B52 with pseudo-sequence Mamu-B52. The binding affinity (normalized) is 0.132.